From a dataset of Full USPTO retrosynthesis dataset with 1.9M reactions from patents (1976-2016). Predict the reactants needed to synthesize the given product. Given the product [C:22]1([NH:4][C:3]2[CH:5]=[CH:6][CH:7]=[CH:8][C:2]=2[C:1]([O:10][CH3:11])=[O:9])[C:23]2[NH:24][C:25]3[C:17](=[CH:16][CH:15]=[CH:14][CH:13]=3)[C:18]=2[CH:19]=[CH:20][CH:21]=1, predict the reactants needed to synthesize it. The reactants are: [C:1]([O:10][CH3:11])(=[O:9])[C:2]1[C:3](=[CH:5][CH:6]=[CH:7][CH:8]=1)[NH2:4].Br[C:13]1[C:25]2[NH:24][C:23]3[C:18](=[CH:19][CH:20]=[CH:21][CH:22]=3)[C:17]=2[CH:16]=[CH:15][CH:14]=1.C1(P(C2C=CC=CC=2)C2C3OC4C(=CC=CC=4P(C4C=CC=CC=4)C4C=CC=CC=4)C(C)(C)C=3C=CC=2)C=CC=CC=1.C([O-])([O-])=O.[Cs+].[Cs+].